Dataset: Full USPTO retrosynthesis dataset with 1.9M reactions from patents (1976-2016). Task: Predict the reactants needed to synthesize the given product. (1) The reactants are: C(OC(=O)C1C=CC(C2[N:12]=[C:13]3[C:18](=NC=2)[N:17]=[C:16]([S:21][CH3:22])[N:15]=[C:14]3[OH:23])=CC=1)C.[Cl:25][C:26]1[CH:27]=[C:28]([C:33](=O)[CH:34]=[N:35]O)[CH:29]=[CH:30][C:31]=1[F:32]. Given the product [Cl:25][C:26]1[CH:27]=[C:28]([C:33]2[N:12]=[C:13]3[C:18](=[N:35][CH:34]=2)[N:17]=[C:16]([S:21][CH3:22])[N:15]=[C:14]3[OH:23])[CH:29]=[CH:30][C:31]=1[F:32], predict the reactants needed to synthesize it. (2) Given the product [F:8][C:9]1[CH:14]=[CH:13][C:12]([C:15]2[CH:20]=[C:19]([N:21]3[CH2:26][CH2:25][NH:24][CH2:23][CH:22]3[CH3:27])[N:18]=[C:17]([N:3]3[CH2:4][CH2:5][O:6][CH2:7][CH:2]3[CH3:1])[N:16]=2)=[CH:11][CH:10]=1, predict the reactants needed to synthesize it. The reactants are: [CH3:1][C@@H:2]1[CH2:7][O:6][CH2:5][CH2:4][NH:3]1.[F:8][C:9]1[CH:14]=[CH:13][C:12]([C:15]2[CH:20]=[C:19]([N:21]3[CH2:26][CH2:25][NH:24][CH2:23][CH:22]3[CH3:27])[N:18]=[C:17](N3CCCC3C)[N:16]=2)=[CH:11][CH:10]=1. (3) Given the product [C:1]([O:5][C:6]([N:8]1[C:12]2[CH:13]=[C:14]([CH:17]([OH:18])[C:28]([F:30])([F:29])[F:27])[CH:15]=[CH:16][C:11]=2[N:10]=[C:9]1[C:19]1[C:24]([CH3:25])=[CH:23][CH:22]=[CH:21][C:20]=1[CH3:26])=[O:7])([CH3:4])([CH3:3])[CH3:2], predict the reactants needed to synthesize it. The reactants are: [C:1]([O:5][C:6]([N:8]1[C:12]2[CH:13]=[C:14]([CH:17]=[O:18])[CH:15]=[CH:16][C:11]=2[N:10]=[C:9]1[C:19]1[C:24]([CH3:25])=[CH:23][CH:22]=[CH:21][C:20]=1[CH3:26])=[O:7])([CH3:4])([CH3:3])[CH3:2].[F:27][C:28]([Si](C)(C)C)([F:30])[F:29].CCCC[N+](CCCC)(CCCC)CCCC.[F-]. (4) Given the product [CH3:32][C:33]1[CH:38]=[CH:37][C:36]([S:39]([O:24][CH2:23][CH2:22][O:21][CH2:20][CH2:19][O:18][CH2:17][CH2:16][O:15][CH2:14][CH2:13][O:12][CH2:11][CH2:10][O:9][CH2:8][CH2:7][O:6][CH2:5][CH2:4][O:3][CH2:2][CH2:1][OH:25])(=[O:41])=[O:40])=[CH:35][CH:34]=1, predict the reactants needed to synthesize it. The reactants are: [CH2:1]([OH:25])[CH2:2][O:3][CH2:4][CH2:5][O:6][CH2:7][CH2:8][O:9][CH2:10][CH2:11][O:12][CH2:13][CH2:14][O:15][CH2:16][CH2:17][O:18][CH2:19][CH2:20][O:21][CH2:22][CH2:23][OH:24].N1C=CC=CC=1.[CH3:32][C:33]1[CH:38]=[CH:37][C:36]([S:39](Cl)(=[O:41])=[O:40])=[CH:35][CH:34]=1. (5) Given the product [OH2:8].[OH2:20].[C:1]1([S:7]([OH:10])(=[O:9])=[O:8])[CH:6]=[CH:5][CH:4]=[CH:3][CH:2]=1.[Cl:12][C:13]1[CH:14]=[C:15]([CH:38]=[CH:39][C:40]=1[Cl:41])[CH2:16][N:17]1[CH2:22][CH2:21][O:20][C@@H:19]([CH2:23][NH:24][C:25]([NH:27][CH2:28][C:29]2[CH:37]=[CH:36][C:32]([C:33]([NH2:35])=[O:34])=[CH:31][CH:30]=2)=[O:26])[CH2:18]1, predict the reactants needed to synthesize it. The reactants are: [C:1]1([S:7]([OH:10])(=[O:9])=[O:8])[CH:6]=[CH:5][CH:4]=[CH:3][CH:2]=1.O.[Cl:12][C:13]1[CH:14]=[C:15]([CH:38]=[CH:39][C:40]=1[Cl:41])[CH2:16][N:17]1[CH2:22][CH2:21][O:20][C@@H:19]([CH2:23][NH:24][C:25]([NH:27][CH2:28][C:29]2[CH:37]=[CH:36][C:32]([C:33]([NH2:35])=[O:34])=[CH:31][CH:30]=2)=[O:26])[CH2:18]1. (6) Given the product [Cl:1][C:2]1[CH:25]=[CH:24][C:5]([CH2:6][NH:7][C:8]([C:10]2[C:11](=[O:23])[C:12]3[S:19][C:18]([CH2:20][N:29]([CH2:30][CH:31]([OH:32])[C:33]4[NH:37][N:36]=[CH:35][CH:34]=4)[CH3:28])=[C:17]([CH3:22])[C:13]=3[N:14]([CH3:16])[CH:15]=2)=[O:9])=[CH:4][CH:3]=1, predict the reactants needed to synthesize it. The reactants are: [Cl:1][C:2]1[CH:25]=[CH:24][C:5]([CH2:6][NH:7][C:8]([C:10]2[C:11](=[O:23])[C:12]3[S:19][C:18]([CH2:20]Cl)=[C:17]([CH3:22])[C:13]=3[N:14]([CH3:16])[CH:15]=2)=[O:9])=[CH:4][CH:3]=1.Cl.Cl.[CH3:28][NH:29][CH2:30][CH:31]([C:33]1[NH:37][N:36]=[CH:35][CH:34]=1)[OH:32].C(N(C(C)C)CC)(C)C. (7) Given the product [CH3:1][O:2][C:3]1[CH:8]=[CH:7][C:6]([O:9][C:11]2[C:20]3[C:15](=[CH:16][CH:17]=[CH:18][CH:19]=3)[N:14]=[CH:13][N:12]=2)=[CH:5][CH:4]=1, predict the reactants needed to synthesize it. The reactants are: [CH3:1][O:2][C:3]1[CH:8]=[CH:7][C:6]([OH:9])=[CH:5][CH:4]=1.Cl[C:11]1[C:20]2[C:15](=[CH:16][CH:17]=[CH:18][CH:19]=2)[N:14]=[CH:13][N:12]=1.[H-].[Na+]. (8) Given the product [C:1]([CH:3]1[CH2:5][CH:4]1[C@H:6]([NH:8][C:9]([C:11]1[C:19]2[C:14](=[N:15][CH:16]=[C:17]([C:20]3[C:28]4[C:23](=[CH:24][C:25]([Cl:29])=[CH:26][CH:27]=4)[N:22]([CH3:30])[N:21]=3)[N:18]=2)[NH:13][CH:12]=1)=[O:10])[CH3:7])#[N:2], predict the reactants needed to synthesize it. The reactants are: [C:1]([CH:3]1[CH2:5][CH:4]1[C@H:6]([NH:8][C:9]([C:11]1[C:19]2[C:14](=[N:15][CH:16]=[C:17]([C:20]3[C:28]4[C:23](=[CH:24][C:25]([Cl:29])=[CH:26][CH:27]=4)[N:22]([CH3:30])[N:21]=3)[N:18]=2)[N:13](COCC[Si](C)(C)C)[CH:12]=1)=[O:10])[CH3:7])#[N:2].C(Cl)Cl.C(N)CN.O. (9) Given the product [Cl:14][C:15]1[CH:23]=[CH:22][CH:21]=[C:20]([C:24]([F:26])([F:27])[F:25])[C:16]=1[C:17]([N:8]1[C:9]2[C:5](=[C:4]([F:3])[CH:12]=[CH:11][CH:10]=2)[C:6]([I:13])=[N:7]1)=[O:18], predict the reactants needed to synthesize it. The reactants are: [H-].[Na+].[F:3][C:4]1[CH:12]=[CH:11][CH:10]=[C:9]2[C:5]=1[C:6]([I:13])=[N:7][NH:8]2.[Cl:14][C:15]1[CH:23]=[CH:22][CH:21]=[C:20]([C:24]([F:27])([F:26])[F:25])[C:16]=1[C:17](Cl)=[O:18]. (10) Given the product [ClH:28].[NH2:2][C:3]1[C:4]2[C:5]3[C:6](=[N:18][N:19]([CH2:21][C:22]4[C:27]([Cl:28])=[C:26]([O:29][CH3:30])[C:25]([CH3:31])=[CH:24][N:23]=4)[N:20]=2)[CH:7]=[C:8]([CH2:13][C:14]([NH:16][CH3:17])=[O:15])[C:9]=3[CH2:10][S:11][N:12]=1, predict the reactants needed to synthesize it. The reactants are: O.[NH2:2][C:3]1[C:4]2[C:5]3[C:6](=[N:18][N:19]([CH2:21][C:22]4[C:27]([Cl:28])=[C:26]([O:29][CH3:30])[C:25]([CH3:31])=[CH:24][N:23]=4)[N:20]=2)[CH:7]=[C:8]([CH2:13][C:14]([NH:16][CH3:17])=[O:15])[C:9]=3[CH2:10][S:11][N:12]=1.Cl.